From a dataset of Peptide-MHC class I binding affinity with 185,985 pairs from IEDB/IMGT. Regression. Given a peptide amino acid sequence and an MHC pseudo amino acid sequence, predict their binding affinity value. This is MHC class I binding data. (1) The peptide sequence is LFDVIPVSY. The MHC is HLA-A30:01 with pseudo-sequence HLA-A30:01. The binding affinity (normalized) is 0.0796. (2) The peptide sequence is EFIYWDWLY. The MHC is HLA-B58:01 with pseudo-sequence HLA-B58:01. The binding affinity (normalized) is 0.0847.